From a dataset of Forward reaction prediction with 1.9M reactions from USPTO patents (1976-2016). Predict the product of the given reaction. (1) The product is: [C:1]([O:18][C:19]1[CH:20]=[CH:21][C:22]([CH2:58][C@@H:42]2[N:37]3[C:38](=[O:41])[CH2:39][CH2:40][N:35]([C:33](=[O:34])[NH:32][CH2:25][C:26]4[CH:31]=[CH:30][CH:29]=[CH:28][CH:27]=4)[CH:36]3[CH2:45][N:44]([CH2:46][C:47]3[C:56]4[C:51](=[CH:52][CH:53]=[CH:54][CH:55]=4)[CH:50]=[CH:49][CH:48]=3)[C:43]2=[O:57])=[CH:23][CH:24]=1)(=[O:17])[CH2:2][CH2:3][CH2:4][CH2:5][CH2:6][CH2:7][CH2:8][CH2:9][CH2:10][CH2:11][CH2:12][CH2:13][CH2:14][CH2:15][CH3:16]. Given the reactants [C:1]([O:18][C:19]1[CH:24]=[CH:23][CH:22]=[CH:21][CH:20]=1)(=[O:17])[CH2:2][CH2:3][CH2:4][CH2:5][CH2:6][CH2:7][CH2:8][CH2:9][CH2:10][CH2:11][CH2:12][CH2:13][CH2:14][CH2:15][CH3:16].[CH2:25]([NH:32][C:33]([N:35]1[CH2:40][CH2:39][C:38](=[O:41])[N:37]2[C@@H:42]([CH2:58]C3C=CC(O)=CC=3)[C:43](=[O:57])[N:44]([CH2:46][C:47]3[C:56]4[C:51](=[CH:52][CH:53]=[CH:54][CH:55]=4)[CH:50]=[CH:49][CH:48]=3)[CH2:45][CH:36]12)=[O:34])[C:26]1[CH:31]=[CH:30][CH:29]=[CH:28][CH:27]=1.C(Cl)(=O)CCCCCCCCCCCC, predict the reaction product. (2) The product is: [C:22]([NH:18][C:12]1[N:11]=[C:10]([NH:19][C:30](=[O:31])[CH3:29])[C:9]2[C:14](=[CH:15][CH:16]=[CH:17][C:8]=2[O:7][CH2:6][C:5]2[CH:4]=[CH:3][C:2]([Cl:1])=[CH:21][CH:20]=2)[N:13]=1)(=[O:24])[CH3:23]. Given the reactants [Cl:1][C:2]1[CH:21]=[CH:20][C:5]([CH2:6][O:7][C:8]2[CH:17]=[CH:16][CH:15]=[C:14]3[C:9]=2[C:10]([NH2:19])=[N:11][C:12]([NH2:18])=[N:13]3)=[CH:4][CH:3]=1.[C:22](OC(=O)C)(=[O:24])[CH3:23].[CH3:29][C:30](O)=[O:31], predict the reaction product.